From a dataset of Forward reaction prediction with 1.9M reactions from USPTO patents (1976-2016). Predict the product of the given reaction. The product is: [C:21]([O:25][C:26](=[O:41])[CH2:27][CH2:28][N:29]([CH2:30][C:31]([O:33][CH2:34][C:35]1[CH:36]=[CH:37][CH:38]=[CH:39][CH:40]=1)=[O:32])[C:11]([O:10][C:7]([CH3:9])([CH3:8])[CH3:6])=[O:12])([CH3:24])([CH3:22])[CH3:23]. Given the reactants C(=O)([O-])O.[Na+].[CH3:6][C:7]([O:10][C:11](O[C:11]([O:10][C:7]([CH3:9])([CH3:8])[CH3:6])=[O:12])=[O:12])([CH3:9])[CH3:8].[C:21]([O:25][C:26](=[O:41])[CH2:27][CH2:28][NH:29][CH2:30][C:31]([O:33][CH2:34][C:35]1[CH:40]=[CH:39][CH:38]=[CH:37][CH:36]=1)=[O:32])([CH3:24])([CH3:23])[CH3:22], predict the reaction product.